This data is from Forward reaction prediction with 1.9M reactions from USPTO patents (1976-2016). The task is: Predict the product of the given reaction. (1) The product is: [C:1]1([N:7]2[C:11]([NH:12][C:24](=[O:25])[O:26][C:27]3[CH:32]=[CH:31][CH:30]=[CH:29][CH:28]=3)=[CH:10][C:9]([C:13]([F:15])([F:16])[F:14])=[N:8]2)[CH:2]=[CH:3][CH:4]=[CH:5][CH:6]=1. Given the reactants [C:1]1([N:7]2[C:11]([NH2:12])=[CH:10][C:9]([C:13]([F:16])([F:15])[F:14])=[N:8]2)[CH:6]=[CH:5][CH:4]=[CH:3][CH:2]=1.C([O-])([O-])=O.[K+].[K+].Cl[C:24]([O:26][C:27]1[CH:32]=[CH:31][CH:30]=[CH:29][CH:28]=1)=[O:25], predict the reaction product. (2) Given the reactants [Cl:1][C:2]1[CH:3]=[CH:4][C:5]([O:26][CH2:27][CH:28]([CH3:30])[CH3:29])=[C:6]([CH2:8][N:9]2[C:13]([CH3:14])=[CH:12][C:11]([C:15]([NH:17][C:18]3[CH:19]=[N:20][C:21]([C:24]#[N:25])=[CH:22][CH:23]=3)=[O:16])=[N:10]2)[CH:7]=1, predict the reaction product. The product is: [ClH:1].[NH2:25][CH2:24][C:21]1[N:20]=[CH:19][C:18]([NH:17][C:15]([C:11]2[CH:12]=[C:13]([CH3:14])[N:9]([CH2:8][C:6]3[CH:7]=[C:2]([Cl:1])[CH:3]=[CH:4][C:5]=3[O:26][CH2:27][CH:28]([CH3:30])[CH3:29])[N:10]=2)=[O:16])=[CH:23][CH:22]=1. (3) Given the reactants C[Si](C)(C)[C:3]#[C:4][C@@H:5]1[C@@H:10]([O:11][CH2:12][C:13]2[CH:18]=[CH:17][CH:16]=[CH:15][CH:14]=2)[C@@H:9]([O:19][CH2:20][C:21]2[CH:26]=[CH:25][CH:24]=[CH:23][CH:22]=2)[C@H:8]([O:27][CH2:28][C:29]2[CH:34]=[CH:33][CH:32]=[CH:31][CH:30]=2)[C@@H:7]([CH2:35][O:36][CH2:37][C:38]2[CH:43]=[CH:42][CH:41]=[CH:40][CH:39]=2)[O:6]1.CCCC[N+](CCCC)(CCCC)CCCC.[F-].C1COCC1, predict the reaction product. The product is: [CH2:28]([O:27][C@H:8]1[C@H:9]([O:19][CH2:20][C:21]2[CH:26]=[CH:25][CH:24]=[CH:23][CH:22]=2)[C@H:10]([O:11][CH2:12][C:13]2[CH:14]=[CH:15][CH:16]=[CH:17][CH:18]=2)[C@@H:5]([C:4]#[CH:3])[O:6][C@@H:7]1[CH2:35][O:36][CH2:37][C:38]1[CH:39]=[CH:40][CH:41]=[CH:42][CH:43]=1)[C:29]1[CH:30]=[CH:31][CH:32]=[CH:33][CH:34]=1. (4) Given the reactants [N+:1]([C:4]1[CH:13]=[CH:12][CH:11]=[C:10]2[C:5]=1[CH2:6][O:7][C:8]2=[O:9])([O-:3])=[O:2].[Br:14]N1C(=O)CCC1=O, predict the reaction product. The product is: [Br:14][CH:6]1[C:5]2[C:10](=[CH:11][CH:12]=[CH:13][C:4]=2[N+:1]([O-:3])=[O:2])[C:8](=[O:9])[O:7]1. (5) Given the reactants [ClH:1].[NH2:2][C@@H:3]([C:11]([OH:13])=[O:12])[CH2:4][C:5]1[CH:10]=[CH:9][CH:8]=[CH:7][CH:6]=1.[C:14]1(C)C=CC=CC=1, predict the reaction product. The product is: [ClH:1].[CH3:14][O:12][C:11](=[O:13])[C@@H:3]([CH2:4][C:5]1[CH:10]=[CH:9][CH:8]=[CH:7][CH:6]=1)[NH2:2].